From a dataset of Full USPTO retrosynthesis dataset with 1.9M reactions from patents (1976-2016). Predict the reactants needed to synthesize the given product. (1) Given the product [CH2:1]1[O:44][C:43]2[CH:42]=[CH:41][C:5]([CH2:6][N:7]([S:28]([C:31]3[C:32]([CH3:40])=[CH:33][C:34]([O:38][CH3:39])=[CH:35][C:36]=3[CH3:37])(=[O:30])=[O:29])[C@H:8]([CH2:16][NH2:17])[C:9]([O:11][C:12]([CH3:13])([CH3:14])[CH3:15])=[O:10])=[CH:4][C:3]=2[O:2]1, predict the reactants needed to synthesize it. The reactants are: [CH2:1]1[O:44][C:43]2[CH:42]=[CH:41][C:5]([CH2:6][N:7]([S:28]([C:31]3[C:36]([CH3:37])=[CH:35][C:34]([O:38][CH3:39])=[CH:33][C:32]=3[CH3:40])(=[O:30])=[O:29])[C@H:8]([CH2:16][N:17]3C(=O)C4=CC=CC=C4C3=O)[C:9]([O:11][C:12]([CH3:15])([CH3:14])[CH3:13])=[O:10])=[CH:4][C:3]=2[O:2]1.O.NN.C(NN)(=O)C1C(=CC=CC=1)C(NN)=O. (2) The reactants are: [C:1]([O:5][C:6]([N:8]1[C@@H:17]([C:18]([OH:20])=[O:19])[CH2:16][C:15]2[C:10](=[CH:11][C:12]([C:21]([OH:23])=[O:22])=[CH:13][CH:14]=2)[CH2:9]1)=[O:7])([CH3:4])([CH3:3])[CH3:2].C(=O)([O-])[O-].[K+].[K+].[CH2:30](Br)[C:31]1[CH:36]=[CH:35][CH:34]=[CH:33][CH:32]=1.O. Given the product [CH2:9]1[C:10]2[C:15](=[CH:14][CH:13]=[C:12]([C:21]([O:23][CH2:30][C:31]3[CH:36]=[CH:35][CH:34]=[CH:33][CH:32]=3)=[O:22])[CH:11]=2)[CH2:16][C@H:17]([C:18]([O:20][CH2:9][C:10]2[CH:15]=[CH:14][CH:13]=[CH:12][CH:11]=2)=[O:19])[N:8]1[C:6]([O:5][C:1]([CH3:4])([CH3:2])[CH3:3])=[O:7], predict the reactants needed to synthesize it. (3) Given the product [CH2:29]([C@@H:24]1[CH2:25][C:26](=[O:28])[C:19]2[C:20](=[CH:21][CH:22]=[C:17]([C:16]([F:15])([F:32])[F:31])[CH:18]=2)[NH:23]1)[CH3:30], predict the reactants needed to synthesize it. The reactants are: O=P12OP3(OP(OP(O3)(O1)=O)(=O)O2)=O.[F:15][C:16]([F:32])([F:31])[C:17]1[CH:22]=[CH:21][C:20]([NH:23][C@H:24]([CH2:29][CH3:30])[CH2:25][C:26]([OH:28])=O)=[CH:19][CH:18]=1.[OH-].[Na+].C(OCC)(=O)C. (4) Given the product [O:1]=[C:2]1[N:6]([C:7]2[CH:12]=[CH:11][CH:10]=[CH:9][CH:8]=2)[NH:5][C:4]([C:13]([OH:15])=[O:14])=[CH:3]1, predict the reactants needed to synthesize it. The reactants are: [O:1]=[C:2]1[N:6]([C:7]2[CH:12]=[CH:11][CH:10]=[CH:9][CH:8]=2)[NH:5][C:4]([C:13]([O:15]C)=[O:14])=[CH:3]1.Cl. (5) Given the product [Cl:22][C:17]1[CH:16]=[C:15]([NH:14][C:5]2[C:4]3[C:9](=[CH:10][CH:11]=[C:2]([NH:1][CH2:37][C:34]4[S:33][C:32]([S:29]([C:23]5[CH:24]=[CH:25][CH:26]=[CH:27][CH:28]=5)(=[O:31])=[O:30])=[N:36][CH:35]=4)[CH:3]=3)[N:8]=[CH:7][C:6]=2[C:12]#[N:13])[CH:20]=[CH:19][C:18]=1[F:21], predict the reactants needed to synthesize it. The reactants are: [NH2:1][C:2]1[CH:3]=[C:4]2[C:9](=[CH:10][CH:11]=1)[N:8]=[CH:7][C:6]([C:12]#[N:13])=[C:5]2[NH:14][C:15]1[CH:20]=[CH:19][C:18]([F:21])=[C:17]([Cl:22])[CH:16]=1.[C:23]1([S:29]([C:32]2[S:33][C:34]([CH:37]=O)=[CH:35][N:36]=2)(=[O:31])=[O:30])[CH:28]=[CH:27][CH:26]=[CH:25][CH:24]=1.[BH3-]C#N.[Na+]. (6) Given the product [F:1][C:2]1[CH:3]=[C:4]([C:5]([N:29]2[CH2:34][CH2:33][CH2:32][C@@H:31]([C:35]([OH:37])=[O:36])[CH2:30]2)=[O:6])[CH:8]=[CH:9][C:10]=1[C:11]1[S:12][C:13]2[C:18]([N:19]=1)=[CH:17][CH:16]=[C:15]([C:20]1([C:23]3[CH:24]=[CH:25][CH:26]=[CH:27][CH:28]=3)[CH2:21][CH2:22]1)[N:14]=2, predict the reactants needed to synthesize it. The reactants are: [F:1][C:2]1[CH:3]=[C:4]([CH:8]=[CH:9][C:10]=1[C:11]1[S:12][C:13]2[C:18]([N:19]=1)=[CH:17][CH:16]=[C:15]([C:20]1([C:23]3[CH:28]=[CH:27][CH:26]=[CH:25][CH:24]=3)[CH2:22][CH2:21]1)[N:14]=2)[C:5](O)=[O:6].[NH:29]1[CH2:34][CH2:33][CH2:32][C@@H:31]([C:35]([OH:37])=[O:36])[CH2:30]1. (7) Given the product [NH2:1][C:2]1[C:7]([C:8]#[N:9])=[C:6]([C:10]2[CH:11]=[CH:12][C:13]([OH:16])=[CH:14][CH:15]=2)[C:5]([C:17]#[N:18])=[C:4]([S:19][CH2:22][CH2:23][NH2:24])[N:3]=1, predict the reactants needed to synthesize it. The reactants are: [NH2:1][C:2]1[C:7]([C:8]#[N:9])=[C:6]([C:10]2[CH:15]=[CH:14][C:13]([OH:16])=[CH:12][CH:11]=2)[C:5]([C:17]#[N:18])=[C:4]([SH:19])[N:3]=1.Br.Br[CH2:22][CH2:23][NH2:24].C([O-])(O)=O.[Na+].